Dataset: Full USPTO retrosynthesis dataset with 1.9M reactions from patents (1976-2016). Task: Predict the reactants needed to synthesize the given product. (1) Given the product [CH3:43][N:41]([CH3:42])[C:39](=[O:40])[C:38]1[CH:37]=[CH:36][C:35]([N:32]2[C:33](=[O:34])[C:28]([CH2:27][C:24]3[CH:23]=[CH:22][C:21]([C:16]4[CH:17]=[CH:18][CH:19]=[CH:20][C:15]=4[C:13]4[NH:3][C:4](=[O:7])[O:5][N:14]=4)=[CH:26][CH:25]=3)=[C:29]([CH2:47][CH2:48][CH3:49])[N:30]=[C:31]2[CH3:46])=[CH:45][CH:44]=1, predict the reactants needed to synthesize it. The reactants are: [Cl-].O[NH3+:3].[C:4](=[O:7])([O-])[OH:5].[Na+].CS(C)=O.[C:13]([C:15]1[CH:20]=[CH:19][CH:18]=[CH:17][C:16]=1[C:21]1[CH:26]=[CH:25][C:24]([CH2:27][C:28]2[C:33](=[O:34])[N:32]([C:35]3[CH:45]=[CH:44][C:38]([C:39]([N:41]([CH3:43])[CH3:42])=[O:40])=[CH:37][CH:36]=3)[C:31]([CH3:46])=[N:30][C:29]=2[CH2:47][CH2:48][CH3:49])=[CH:23][CH:22]=1)#[N:14]. (2) Given the product [N+:17]([O-:20])([O-:19])=[O:18].[CH3:13][O:12][C:8]1[CH:7]=[C:5]([NH:6][C:15]([NH2:16])=[NH2+:14])[CH:4]=[C:3]([O:2][CH3:1])[C:9]=1[O:10][CH3:11], predict the reactants needed to synthesize it. The reactants are: [CH3:1][O:2][C:3]1[CH:4]=[C:5]([CH:7]=[C:8]([O:12][CH3:13])[C:9]=1[O:10][CH3:11])[NH2:6].[N:14]#[C:15][NH2:16].[N+:17]([O-:20])([OH:19])=[O:18]. (3) Given the product [CH2:32]([O:28][C:5]1[CH:6]=[C:7]([C:10]2[O:11][CH:12]=[C:13]([CH2:15][CH2:16][C:17]([C:19]3[CH:24]=[CH:23][CH:22]=[CH:21][C:20]=3[O:25][CH2:26][CH3:27])=[O:18])[N:14]=2)[CH:8]=[CH:9][C:4]=1[O:3][CH:2]([F:1])[F:29])[CH2:31][CH:30]=[CH2:40], predict the reactants needed to synthesize it. The reactants are: [F:1][CH:2]([F:29])[O:3][C:4]1[CH:9]=[CH:8][C:7]([C:10]2[O:11][CH:12]=[C:13]([CH2:15][CH2:16][C:17]([C:19]3[CH:24]=[CH:23][CH:22]=[CH:21][C:20]=3[O:25][CH2:26][CH3:27])=[O:18])[N:14]=2)=[CH:6][C:5]=1[OH:28].[CH2:30]1[CH2:40]CN2C(=NCCC2)[CH2:32][CH2:31]1.BrCCC=C.O.